From a dataset of Peptide-MHC class I binding affinity with 185,985 pairs from IEDB/IMGT. Regression. Given a peptide amino acid sequence and an MHC pseudo amino acid sequence, predict their binding affinity value. This is MHC class I binding data. (1) The peptide sequence is LICYQIEYI. The MHC is HLA-A24:03 with pseudo-sequence HLA-A24:03. The binding affinity (normalized) is 0.0847. (2) The peptide sequence is GMHDGTVGK. The MHC is HLA-B57:01 with pseudo-sequence HLA-B57:01. The binding affinity (normalized) is 0.0847.